Dataset: Catalyst prediction with 721,799 reactions and 888 catalyst types from USPTO. Task: Predict which catalyst facilitates the given reaction. (1) Reactant: [Cl:1][CH2:2][C:3]1[CH:8]=[CH:7][N:6]=[C:5]([NH2:9])[CH:4]=1.[CH2:10](N=C=O)[CH3:11].C[N:16]([CH:18]=[O:19])C. Product: [Cl:1][CH2:2][C:3]1[CH:8]=[CH:7][N:6]=[C:5]([N:9]([CH2:10][CH3:11])[C:18]([NH2:16])=[O:19])[CH:4]=1. The catalyst class is: 25. (2) Reactant: [F:1][C:2]1[C:3]([C:12]#[C:13][Si](C)(C)C)=[C:4]([C:10]#[N:11])[C:5](=[CH:8][CH:9]=1)[C:6]#[N:7].C1COCC1.CCCC[N+](CCCC)(CCCC)CCCC.[F-]. Product: [C:12]([C:3]1[C:2]([F:1])=[CH:9][CH:8]=[C:5]([C:6]#[N:7])[C:4]=1[C:10]#[N:11])#[CH:13]. The catalyst class is: 6. (3) Reactant: [C:1]1([CH:7]([C:20]2[CH:25]=[CH:24][CH:23]=[CH:22][CH:21]=2)[CH2:8][CH2:9][NH:10][C:11](=[O:19])[C:12]2[CH:17]=[CH:16][C:15](F)=[N:14][CH:13]=2)[CH:6]=[CH:5][CH:4]=[CH:3][CH:2]=1.[NH:26]1[CH2:31][CH2:30][CH2:29][CH2:28][CH2:27]1.[OH-].[K+].O. Product: [C:1]1([CH:7]([C:20]2[CH:25]=[CH:24][CH:23]=[CH:22][CH:21]=2)[CH2:8][CH2:9][NH:10][C:11]([C:12]2[CH:17]=[CH:16][C:15]([N:26]3[CH2:31][CH2:30][CH2:29][CH2:28][CH2:27]3)=[N:14][CH:13]=2)=[O:19])[CH:6]=[CH:5][CH:4]=[CH:3][CH:2]=1. The catalyst class is: 1. (4) Reactant: [O:1]=[C:2]1[C:7]2=[CH:8][C:9]3[CH:10]=[CH:11][C:12]([C:15](O)=[O:16])=[CH:13][C:14]=3[N:6]2[C:5]2([CH2:20][CH2:19][CH2:18]2)[CH2:4][NH:3]1.CCN=C=NCCCN(C)C.Cl.Cl.[F:34][C:35]1[CH:41]=[CH:40][C:38]([NH2:39])=[CH:37][C:36]=1[N+:42]([O-:44])=[O:43]. Product: [F:34][C:35]1[CH:41]=[CH:40][C:38]([NH:39][C:15]([C:12]2[CH:11]=[CH:10][C:9]3[CH:8]=[C:7]4[C:2](=[O:1])[NH:3][CH2:4][C:5]5([CH2:18][CH2:19][CH2:20]5)[N:6]4[C:14]=3[CH:13]=2)=[O:16])=[CH:37][C:36]=1[N+:42]([O-:44])=[O:43]. The catalyst class is: 808. (5) Product: [C:3]([CH:5]([CH:7]([C:9]([O-:11])=[O:10])[OH:8])[OH:6])([O-:4])=[O:2].[Mg+2:13]. The catalyst class is: 6. Reactant: [K].[O-:2][C:3]([CH:5]([CH:7]([C:9]([OH:11])=[O:10])[OH:8])[OH:6])=[O:4].[Cl-].[Mg+2:13].[Cl-].[OH-].[Mg+2].[OH-].